From a dataset of Catalyst prediction with 721,799 reactions and 888 catalyst types from USPTO. Predict which catalyst facilitates the given reaction. (1) Reactant: [CH3:1][O:2][C:3]1[CH:12]=[CH:11][C:10]([N+:13]([O-])=O)=[C:9]2[C:4]=1[CH:5]=[CH:6][CH:7]=[N:8]2.O.O.Cl[Sn]Cl.[OH-].[Na+]. Product: [CH3:1][O:2][C:3]1[CH:12]=[CH:11][C:10]([NH2:13])=[C:9]2[C:4]=1[CH:5]=[CH:6][CH:7]=[N:8]2. The catalyst class is: 162. (2) Reactant: [N:1]1[C:2]([CH2:10][C:11]([O:13]CC)=[O:12])=[CH:3][N:4]2[CH:9]=[CH:8][CH:7]=[CH:6][C:5]=12.[OH-].[Na+]. Product: [N:1]1[C:2]([CH2:10][C:11]([OH:13])=[O:12])=[CH:3][N:4]2[CH:9]=[CH:8][CH:7]=[CH:6][C:5]=12. The catalyst class is: 6.